Dataset: Full USPTO retrosynthesis dataset with 1.9M reactions from patents (1976-2016). Task: Predict the reactants needed to synthesize the given product. (1) Given the product [Cl:16][C:17]1[CH:25]=[CH:24][CH:23]=[C:22]2[C:18]=1[C:19]([OH:27])([C:7]1[C:8]([OH:10])=[CH:9][C:4]3[O:3][CH2:2][O:1][C:5]=3[CH:6]=1)[C:20](=[O:26])[NH:21]2, predict the reactants needed to synthesize it. The reactants are: [O:1]1[C:5]2[CH:6]=[CH:7][C:8]([OH:10])=[CH:9][C:4]=2[O:3][CH2:2]1.C([Mg]Cl)(C)C.[Cl:16][C:17]1[CH:25]=[CH:24][CH:23]=[C:22]2[C:18]=1[C:19](=[O:27])[C:20](=[O:26])[NH:21]2. (2) Given the product [Br:12][C:13]1[CH:14]=[C:15]([NH:19][C:20](=[O:21])[NH:1][C:2]2[CH:3]=[C:4]([CH:8]=[C:9]([NH:11][C:20]([NH:19][C:15]3[CH:16]=[CH:17][CH:18]=[C:13]([Br:12])[CH:14]=3)=[O:21])[CH:10]=2)[C:5]([OH:7])=[O:6])[CH:16]=[CH:17][CH:18]=1, predict the reactants needed to synthesize it. The reactants are: [NH2:1][C:2]1[CH:3]=[C:4]([CH:8]=[C:9]([NH2:11])[CH:10]=1)[C:5]([OH:7])=[O:6].[Br:12][C:13]1[CH:14]=[C:15]([N:19]=[C:20]=[O:21])[CH:16]=[CH:17][CH:18]=1.